Task: Predict the product of the given reaction.. Dataset: Forward reaction prediction with 1.9M reactions from USPTO patents (1976-2016) (1) Given the reactants [NH4+:1].[Cl-].C[Al](C)C.F[C:8](F)(F)[C:9]1[CH:14]=[CH:13][C:12]([C:15]2([CH2:20][C:21]#[N:22])[CH2:19][CH2:18][CH2:17][CH2:16]2)=[CH:11][CH:10]=1, predict the reaction product. The product is: [C:9]1([CH3:8])[CH:14]=[CH:13][C:12]([C:15]2([CH2:20][C:21]([NH2:22])=[NH:1])[CH2:19][CH2:18][CH2:17][CH2:16]2)=[CH:11][CH:10]=1. (2) Given the reactants [OH:1][CH2:2][C:3]1[N:4]([CH2:24][CH2:25]O)[C:5]2[C:10]([C:11]=1[C:12]1[CH:17]=[CH:16][C:15]([O:18][CH3:19])=[CH:14][CH:13]=1)=[CH:9][C:8]([O:20][CH3:21])=[C:7]([O:22][CH3:23])[CH:6]=2.[H-].[Na+].S(C1NC=CN=1)(C1C=CC(C)=CC=1)(=O)=O.[NH4+].[Cl-], predict the reaction product. The product is: [CH3:23][O:22][C:7]1[C:8]([O:20][CH3:21])=[CH:9][C:10]2[C:11]([C:12]3[CH:17]=[CH:16][C:15]([O:18][CH3:19])=[CH:14][CH:13]=3)=[C:3]3[CH2:2][O:1][CH2:25][CH2:24][N:4]3[C:5]=2[CH:6]=1. (3) The product is: [Br:1][C:2]1[N:7]=[C:6]([C:8]2[CH:13]=[CH:12][CH:11]=[C:10]([C:14]([O:16][CH3:17])=[O:15])[N:9]=2)[CH:5]=[CH:4][CH:3]=1. Given the reactants [Br:1][C:2]1[N:7]=[C:6]([C:8]2[CH:13]=[CH:12][CH:11]=[C:10]([C:14]([OH:16])=[O:15])[N:9]=2)[CH:5]=[CH:4][CH:3]=1.[CH3:17]O, predict the reaction product. (4) Given the reactants CO[C:3](=[O:18])[CH:4]([C:11]1[CH:16]=[CH:15][C:14]([Cl:17])=[CH:13][CH:12]=1)[CH2:5][CH:6]1[CH2:10][CH2:9][CH2:8][CH2:7]1.[NH2:19][C:20]1[S:21][CH:22]=[CH:23][N:24]=1.C[O-].[Mg+2].C[O-].CO, predict the reaction product. The product is: [Cl:17][C:14]1[CH:13]=[CH:12][C:11]([CH:4]([CH2:5][CH:6]2[CH2:7][CH2:8][CH2:9][CH2:10]2)[C:3]([NH:19][C:20]2[S:21][CH:22]=[CH:23][N:24]=2)=[O:18])=[CH:16][CH:15]=1. (5) Given the reactants [NH2:1][CH2:2][C@@H:3]1[C@H:8]([CH3:9])[CH2:7][CH2:6][CH2:5][N:4]1[C:10]([C:12]1[CH:17]=[CH:16][CH:15]=[C:14]([F:18])[C:13]=1[N:19]1[N:23]=[CH:22][CH:21]=[N:20]1)=[O:11].Br[C:25]1[CH:30]=[CH:29][C:28]([Cl:31])=[CH:27][N:26]=1, predict the reaction product. The product is: [Cl:31][C:28]1[CH:29]=[CH:30][C:25]([NH:1][CH2:2][C@@H:3]2[C@H:8]([CH3:9])[CH2:7][CH2:6][CH2:5][N:4]2[C:10]([C:12]2[CH:17]=[CH:16][CH:15]=[C:14]([F:18])[C:13]=2[N:19]2[N:23]=[CH:22][CH:21]=[N:20]2)=[O:11])=[N:26][CH:27]=1. (6) Given the reactants CNCCC(OC1C=CC(C(F)(F)F)=CC=1)C1C=CC=CC=1.[Cl:23][CH2:24][CH2:25][C@@H:26]([C:28]1[CH:33]=[CH:32][CH:31]=[CH:30][CH:29]=1)[OH:27].[F:34][C:35]1[CH:36]=[C:37](O)[CH:38]=[CH:39][CH:40]=1.N(C(OCC)=O)=NC(OCC)=O.C1(P(C2C=CC=CC=2)C2C=CC=CC=2)C=CC=CC=1, predict the reaction product. The product is: [F:34][C:35]1[CH:40]=[C:39]([CH:38]=[CH:37][CH:36]=1)[O:27][C@@H:26]([C:28]1[CH:33]=[CH:32][CH:31]=[CH:30][CH:29]=1)[CH2:25][CH2:24][Cl:23].